The task is: Predict the product of the given reaction.. This data is from Forward reaction prediction with 1.9M reactions from USPTO patents (1976-2016). (1) Given the reactants C([O:3][C:4]([C:6]1([CH2:19][CH2:20][CH2:21][NH:22][C:23]2[C:24]([CH3:40])=[N:25][C:26]([N:29]3[CH2:33][CH2:32][C@@H:31]([N:34]4[CH2:38][CH2:37][CH2:36][C@@H:35]4[CH3:39])[CH2:30]3)=[CH:27][CH:28]=2)[CH2:11][CH2:10][N:9]([C:12]([O:14][C:15]([CH3:18])([CH3:17])[CH3:16])=[O:13])[CH2:8][CH2:7]1)=O)C, predict the reaction product. The product is: [C:15]([O:14][C:12]([N:9]1[CH2:8][CH2:7][C:6]2([C:4](=[O:3])[N:22]([C:23]3[C:24]([CH3:40])=[N:25][C:26]([N:29]4[CH2:33][CH2:32][C@@H:31]([N:34]5[CH2:38][CH2:37][CH2:36][C@@H:35]5[CH3:39])[CH2:30]4)=[CH:27][CH:28]=3)[CH2:21][CH2:20][CH2:19]2)[CH2:11][CH2:10]1)=[O:13])([CH3:17])([CH3:16])[CH3:18].[NH3:9]. (2) Given the reactants [Cl:1][C:2]1[CH:7]=[C:6]([C:8]#[N:9])[CH:5]=[CH:4][C:3]=1[CH2:10][C:11]([O:13][C:14]([CH3:17])(C)C)=[O:12].Cl.O1CCOCC1.ClC1C=C(C#N)C=CC=1CC(OCC)=O.C(O[CH:43](OCC)[N:44]([CH3:46])[CH3:45])C, predict the reaction product. The product is: [Cl:1][C:2]1[CH:7]=[C:6]([C:8]#[N:9])[CH:5]=[CH:4][C:3]=1[C:10](=[CH:43][N:44]([CH3:46])[CH3:45])[C:11]([O:13][CH2:14][CH3:17])=[O:12]. (3) Given the reactants Br[C:2]1[CH:7]=[CH:6][N:5]=[C:4]([C:8]2[CH2:12][CH2:11][C@@:10]3([CH2:16][CH2:15][N:14]([CH3:17])[C:13]3=[O:18])[N:9]=2)[CH:3]=1.[F:19][C:20]([F:31])([F:30])[C:21]1[CH:26]=[CH:25][C:24](B(O)O)=[CH:23][CH:22]=1.C(=O)([O-])[O-].[Na+].[Na+], predict the reaction product. The product is: [CH3:17][N:14]1[CH2:15][CH2:16][C@:10]2([N:9]=[C:8]([C:4]3[CH:3]=[C:2]([C:24]4[CH:25]=[CH:26][C:21]([C:20]([F:31])([F:30])[F:19])=[CH:22][CH:23]=4)[CH:7]=[CH:6][N:5]=3)[CH2:12][CH2:11]2)[C:13]1=[O:18]. (4) Given the reactants [NH2:1][C:2]1[C:7]([C:8]([C:10]2[C:15]([O:16][CH3:17])=[CH:14][CH:13]=[C:12]([F:18])[C:11]=2[F:19])=[O:9])=[CH:6][CH:5]=[C:4](Cl)[N:3]=1.[CH2:21]([O:23][C:24]([N:26]1[CH2:31][CH2:30][CH:29]([NH2:32])[CH2:28][CH2:27]1)=[O:25])[CH3:22], predict the reaction product. The product is: [CH2:21]([O:23][C:24]([N:26]1[CH2:27][CH2:28][CH:29]([NH:32][C:4]2[CH:5]=[CH:6][C:7]([C:8](=[O:9])[C:10]3[C:15]([O:16][CH3:17])=[CH:14][CH:13]=[C:12]([F:18])[C:11]=3[F:19])=[C:2]([NH2:1])[N:3]=2)[CH2:30][CH2:31]1)=[O:25])[CH3:22]. (5) The product is: [ClH:20].[ClH:20].[NH2:8][CH2:9][CH2:10][O:11][C:12]1[CH:13]=[C:14]([CH:17]=[CH:18][CH:19]=1)[C:15]#[N:16]. Given the reactants C(OC([NH:8][CH2:9][CH2:10][O:11][C:12]1[CH:13]=[C:14]([CH:17]=[CH:18][CH:19]=1)[C:15]#[N:16])=O)(C)(C)C.[ClH:20], predict the reaction product. (6) Given the reactants [Cl:1][C:2]1[C:3]2[NH:10][CH:9]=[CH:8][C:4]=2[N:5]=[CH:6][N:7]=1.Br[CH2:12][CH3:13].C(=O)([O-])[O-].[Cs+].[Cs+], predict the reaction product. The product is: [Cl:1][C:2]1[C:3]2[N:10]([CH2:12][CH3:13])[CH:9]=[CH:8][C:4]=2[N:5]=[CH:6][N:7]=1. (7) The product is: [N-:8]=[C:12]=[S:22].[Cl:18][C:15]1[CH:16]=[CH:17][C:10]2[C:9](=[O:19])[N:8]([C:5]3[CH:4]=[CH:3][CH:2]=[C:7]([CH3:21])[CH:6]=3)[C:12](=[O:13])[C:11]=2[CH:14]=1. Given the reactants N[C:2]1[CH:7]=[CH:6][C:5]([N:8]2[C:12](=[O:13])[C:11]3[CH:14]=[C:15]([Cl:18])[CH:16]=[CH:17][C:10]=3[C:9]2=[O:19])=[C:4](C)[CH:3]=1.[C:21](Cl)(Cl)=[S:22], predict the reaction product.